Dataset: Full USPTO retrosynthesis dataset with 1.9M reactions from patents (1976-2016). Task: Predict the reactants needed to synthesize the given product. Given the product [F:1][C:2]1[CH:8]=[CH:7][C:6]([F:9])=[CH:5][C:3]=1[NH:4]/[C:11](=[CH:10]/[C:16]([O:18][CH3:19])=[O:17])/[C:12]([O:14][CH3:15])=[O:13], predict the reactants needed to synthesize it. The reactants are: [F:1][C:2]1[CH:8]=[CH:7][C:6]([F:9])=[CH:5][C:3]=1[NH2:4].[C:10]([C:16]([O:18][CH3:19])=[O:17])#[C:11][C:12]([O:14][CH3:15])=[O:13].